This data is from NCI-60 drug combinations with 297,098 pairs across 59 cell lines. The task is: Regression. Given two drug SMILES strings and cell line genomic features, predict the synergy score measuring deviation from expected non-interaction effect. (1) Drug 1: CC1=C2C(C(=O)C3(C(CC4C(C3C(C(C2(C)C)(CC1OC(=O)C(C(C5=CC=CC=C5)NC(=O)OC(C)(C)C)O)O)OC(=O)C6=CC=CC=C6)(CO4)OC(=O)C)OC)C)OC. Drug 2: C1CC(=O)NC(=O)C1N2CC3=C(C2=O)C=CC=C3N. Cell line: M14. Synergy scores: CSS=56.6, Synergy_ZIP=9.77, Synergy_Bliss=8.38, Synergy_Loewe=-0.00752, Synergy_HSA=8.87. (2) Drug 1: C1=NC2=C(N=C(N=C2N1C3C(C(C(O3)CO)O)O)F)N. Drug 2: COCCOC1=C(C=C2C(=C1)C(=NC=N2)NC3=CC=CC(=C3)C#C)OCCOC.Cl. Cell line: COLO 205. Synergy scores: CSS=19.1, Synergy_ZIP=-4.97, Synergy_Bliss=-6.76, Synergy_Loewe=-10.5, Synergy_HSA=-9.90.